Task: Predict which catalyst facilitates the given reaction.. Dataset: Catalyst prediction with 721,799 reactions and 888 catalyst types from USPTO (1) Reactant: C[O:2][C:3]([C:5]1[CH:10]=[CH:9][C:8]([NH:11][C:12](=[O:19])[C:13]2[CH:18]=[CH:17][CH:16]=[CH:15][CH:14]=2)=[CH:7][C:6]=1[NH:20][C:21](=[O:35])[CH2:22][CH:23]([C:25]1[CH:34]=[CH:33][C:32]2[C:27](=[CH:28][CH:29]=[CH:30][CH:31]=2)[CH:26]=1)[CH3:24])=[O:4].[OH-].[Na+]. Product: [C:3]([C:5]1[CH:10]=[CH:9][C:8]([NH:11][C:12](=[O:19])[C:13]2[CH:14]=[CH:15][CH:16]=[CH:17][CH:18]=2)=[CH:7][C:6]=1[NH:20][C:21](=[O:35])[CH2:22][CH:23]([C:25]1[CH:34]=[CH:33][C:32]2[C:27](=[CH:28][CH:29]=[CH:30][CH:31]=2)[CH:26]=1)[CH3:24])([OH:4])=[O:2]. The catalyst class is: 5. (2) Reactant: [Cl:1][C:2]1[N:3]=[C:4]([OH:12])[C:5]2[N:6]([N:8]=[CH:9][C:10]=2[CH3:11])[CH:7]=1.CS(O[C@H:18]([C@@H:20]1[CH2:24][C:23](=[O:25])[N:22]([C@@H:26]([C:28]2[CH:33]=[CH:32][C:31]([O:34][CH3:35])=[CH:30][CH:29]=2)[CH3:27])[CH2:21]1)[CH3:19])(=O)=O.C(=O)([O-])[O-].[Cs+].[Cs+].O. Product: [Cl:1][C:2]1[N:3]=[C:4]([O:12][C@@H:18]([C@H:20]2[CH2:21][N:22]([C@@H:26]([C:28]3[CH:29]=[CH:30][C:31]([O:34][CH3:35])=[CH:32][CH:33]=3)[CH3:27])[C:23](=[O:25])[CH2:24]2)[CH3:19])[C:5]2[N:6]([N:8]=[CH:9][C:10]=2[CH3:11])[CH:7]=1. The catalyst class is: 3. (3) The catalyst class is: 5. Reactant: C1(C)C=CC(S([CH2:10][N+:11]#[C-:12])(=O)=O)=CC=1.[CH3:14][N:15]=[CH:16][C:17]1[CH:22]=[CH:21][C:20]([NH:23][C:24](=[O:26])[CH3:25])=[CH:19][CH:18]=1.C(=O)([O-])[O-].[K+].[K+]. Product: [CH3:14][N:15]1[C:16]([C:17]2[CH:22]=[CH:21][C:20]([NH:23][C:24](=[O:26])[CH3:25])=[CH:19][CH:18]=2)=[CH:12][N:11]=[CH:10]1. (4) Reactant: [NH2:1][C:2]1[CH:10]=[CH:9][C:5]([C:6]([OH:8])=O)=[CH:4][C:3]=1[F:11].[N:12]1([C:18]([O:20][C:21]([CH3:24])([CH3:23])[CH3:22])=[O:19])[CH2:17][CH2:16][NH:15][CH2:14][CH2:13]1.C(N(CC)CC)C.CCCP1(OP(CCC)(=O)OP(CCC)(=O)O1)=O. Product: [NH2:1][C:2]1[CH:10]=[CH:9][C:5]([C:6]([N:15]2[CH2:14][CH2:13][N:12]([C:18]([O:20][C:21]([CH3:24])([CH3:23])[CH3:22])=[O:19])[CH2:17][CH2:16]2)=[O:8])=[CH:4][C:3]=1[F:11]. The catalyst class is: 96.